Dataset: Full USPTO retrosynthesis dataset with 1.9M reactions from patents (1976-2016). Task: Predict the reactants needed to synthesize the given product. (1) Given the product [C:1]1([S:7]([N:10]2[CH2:14][CH:13]([C:15]([N:37]3[CH2:38][CH2:39][N:34]([C:28]4[N:27]=[C:26]([CH3:25])[CH:33]=[CH:32][C:29]=4[C:30]#[N:31])[CH2:35][CH2:36]3)=[O:16])[N:12]([CH:18]3[CH2:23][CH2:22][CH2:21][CH2:20][CH2:19]3)[C:11]2=[O:24])(=[O:8])=[O:9])[CH:6]=[CH:5][CH:4]=[CH:3][CH:2]=1, predict the reactants needed to synthesize it. The reactants are: [C:1]1([S:7]([N:10]2[CH2:14][CH:13]([C:15](O)=[O:16])[N:12]([CH:18]3[CH2:23][CH2:22][CH2:21][CH2:20][CH2:19]3)[C:11]2=[O:24])(=[O:9])=[O:8])[CH:6]=[CH:5][CH:4]=[CH:3][CH:2]=1.[CH3:25][C:26]1[CH:33]=[CH:32][C:29]([C:30]#[N:31])=[C:28]([N:34]2[CH2:39][CH2:38][NH:37][CH2:36][CH2:35]2)[N:27]=1. (2) Given the product [F:1][C:2]1[CH:3]=[C:4]([CH:20]=[CH:21][C:22]=1[NH:23][C:24]([NH:26][C:27]1[CH:32]=[C:31]([CH3:33])[CH:30]=[CH:29][C:28]=1[F:34])=[O:25])[O:5][C:6]1[CH:11]=[CH:10][N:9]=[C:8]([C:12]2[NH:16][CH:15]=[C:14]([C:17]([NH:68][CH2:69][CH2:70][NH:71][C:72](=[O:78])[O:73][C:74]([CH3:76])([CH3:75])[CH3:77])=[O:18])[CH:13]=2)[CH:7]=1, predict the reactants needed to synthesize it. The reactants are: [F:1][C:2]1[CH:3]=[C:4]([CH:20]=[CH:21][C:22]=1[NH:23][C:24]([NH:26][C:27]1[CH:32]=[C:31]([CH3:33])[CH:30]=[CH:29][C:28]=1[F:34])=[O:25])[O:5][C:6]1[CH:11]=[CH:10][N:9]=[C:8]([C:12]2[NH:16][CH:15]=[C:14]([C:17](O)=[O:18])[CH:13]=2)[CH:7]=1.CN(C(ON1N=NC2C=CC=NC1=2)=[N+](C)C)C.F[P-](F)(F)(F)(F)F.C(N(CC)C(C)C)(C)C.[NH2:68][CH2:69][CH2:70][NH:71][C:72](=[O:78])[O:73][C:74]([CH3:77])([CH3:76])[CH3:75].Cl.